Task: Predict the reactants needed to synthesize the given product.. Dataset: Full USPTO retrosynthesis dataset with 1.9M reactions from patents (1976-2016) (1) Given the product [CH:12]1([C:6]2[CH:5]=[C:4]([CH:9]=[C:8]([O:10][CH3:11])[CH:7]=2)[C:3]([OH:15])=[O:2])[CH2:13][CH2:14]1, predict the reactants needed to synthesize it. The reactants are: C[O:2][C:3](=[O:15])[C:4]1[CH:9]=[C:8]([O:10][CH3:11])[CH:7]=[C:6]([CH:12]2[CH2:14][CH2:13]2)[CH:5]=1.[OH-].[Na+]. (2) Given the product [F:9][C:10]([F:24])([F:23])[C:11]1([F:22])[O:20][C:12]1([F:25])[C:13]([F:19])([F:18])[C:14]([F:17])([F:16])[F:15], predict the reactants needed to synthesize it. The reactants are: CCCCCCCC.[F:9][C:10]([F:24])([F:23])[C:11]([F:22])(Br)[C:12](=[O:20])[C:13]([F:19])([F:18])[C:14]([F:17])([F:16])[F:15].[F:25]C(F)(F)C(=O)C(F)(Br)C(F)(F)C(F)(F)F. (3) Given the product [CH3:1][S:2]([C:5]1[CH:6]=[CH:7][C:8]([N:11]([CH:12]2[CH2:16][CH2:15][NH:14][CH2:13]2)[C:17]([O:19][C:20]([CH3:23])([CH3:22])[CH3:21])=[O:18])=[CH:9][CH:10]=1)(=[O:4])=[O:3], predict the reactants needed to synthesize it. The reactants are: [CH3:1][S:2]([C:5]1[CH:10]=[CH:9][C:8]([NH:11][CH:12]2[CH2:16][CH2:15][NH:14][CH2:13]2)=[CH:7][CH:6]=1)(=[O:4])=[O:3].[C:17](O[C:17]([O:19][C:20]([CH3:23])([CH3:22])[CH3:21])=[O:18])([O:19][C:20]([CH3:23])([CH3:22])[CH3:21])=[O:18]. (4) The reactants are: Cl[C:2]1[N:11]=[C:10]([NH:12][CH2:13][CH:14]([O:21][C:22]2[CH:27]=[CH:26][CH:25]=[CH:24][CH:23]=2)[C:15]2[CH:20]=[CH:19][CH:18]=[CH:17][CH:16]=2)[C:9]2[C:4](=[CH:5][CH:6]=[CH:7][CH:8]=2)[N:3]=1.[CH3:28][N:29]([CH3:39])[C:30]1[CH:35]=[CH:34][C:33](B(O)O)=[CH:32][CH:31]=1.C1(C(C2C=CC=CN=2)CNC2C3C(=CC=CC=3)N=C(C3C=CC(NS(C)(=O)=O)=CC=3)N=2)C=CC=CC=1. Given the product [CH3:28][N:29]([CH3:39])[C:30]1[CH:35]=[CH:34][C:33]([C:2]2[N:11]=[C:10]([NH:12][CH2:13][CH:14]([O:21][C:22]3[CH:27]=[CH:26][CH:25]=[CH:24][CH:23]=3)[C:15]3[CH:20]=[CH:19][CH:18]=[CH:17][CH:16]=3)[C:9]3[C:4](=[CH:5][CH:6]=[CH:7][CH:8]=3)[N:3]=2)=[CH:32][CH:31]=1, predict the reactants needed to synthesize it. (5) Given the product [C:21]([C:20]1[CH:23]=[CH:24][C:17]([CH2:16][O:1][C:2]2[CH:3]=[CH:4][C:5]([O:6][CH:7]([CH3:12])[C:8]([NH:10][CH3:11])=[O:9])=[CH:13][CH:14]=2)=[CH:18][CH:19]=1)#[N:22], predict the reactants needed to synthesize it. The reactants are: [OH:1][C:2]1[CH:14]=[CH:13][C:5]([O:6][CH:7]([CH3:12])[C:8]([NH:10][CH3:11])=[O:9])=[CH:4][CH:3]=1.Br[CH2:16][C:17]1[CH:24]=[CH:23][C:20]([C:21]#[N:22])=[CH:19][CH:18]=1.C(=O)([O-])[O-].[K+].[K+]. (6) Given the product [CH:27]1([C:1]([OH:8])([C:2]2[CH:3]=[CH:4][CH:5]=[CH:6][CH:7]=2)[CH:9]2[CH2:10][CH2:11][N:12]([CH2:15][CH2:16][CH2:17][O:18][C:19]3[CH:20]=[CH:21][C:22]([C:23]#[N:24])=[CH:25][CH:26]=3)[CH2:13][CH2:14]2)[CH2:31][CH2:30][CH2:29][CH2:28]1, predict the reactants needed to synthesize it. The reactants are: [C:1]([CH:9]1[CH2:14][CH2:13][N:12]([CH2:15][CH2:16][CH2:17][O:18][C:19]2[CH:26]=[CH:25][C:22]([C:23]#[N:24])=[CH:21][CH:20]=2)[CH2:11][CH2:10]1)(=[O:8])[C:2]1[CH:7]=[CH:6][CH:5]=[CH:4][CH:3]=1.[CH:27]1([Mg]Cl)[CH2:31][CH2:30][CH2:29][CH2:28]1. (7) Given the product [OH:22][C:19]([C:16]1[CH:17]=[CH:18][C:13]([C:12]([NH:11][C:4]2[CH:3]=[C:2]([N:27]3[CH2:28][CH2:29][C:30](=[O:31])[CH:25]([CH3:24])[CH2:26]3)[N:7]3[N:8]=[CH:9][CH:10]=[C:6]3[N:5]=2)=[O:23])=[CH:14][CH:15]=1)([CH3:21])[CH3:20], predict the reactants needed to synthesize it. The reactants are: Cl[C:2]1[N:7]2[N:8]=[CH:9][CH:10]=[C:6]2[N:5]=[C:4]([NH:11][C:12](=[O:23])[C:13]2[CH:18]=[CH:17][C:16]([C:19]([OH:22])([CH3:21])[CH3:20])=[CH:15][CH:14]=2)[CH:3]=1.[CH3:24][CH:25]1[C:30](=[O:31])[CH2:29][CH2:28][NH:27][CH2:26]1.